Dataset: Full USPTO retrosynthesis dataset with 1.9M reactions from patents (1976-2016). Task: Predict the reactants needed to synthesize the given product. (1) Given the product [CH3:26][C:22]1[CH:23]=[CH:24][C:25]2[C:16]3[S:2][C:34]([CH2:35][CH2:36][CH3:37])=[N:33][C:17]=3[CH:18]=[N:19][C:20]=2[CH:21]=1, predict the reactants needed to synthesize it. The reactants are: P12(SP3(SP(SP(S3)(S1)=S)(=S)S2)=S)=[S:2].O[C:16]1(NC(=O)CCC)[C:25]2[C:20](=[CH:21][C:22]([CH3:26])=[CH:23][CH:24]=2)[N:19]=[CH:18][CH2:17]1.[N:33]1C=[CH:37][CH:36]=[CH:35][CH:34]=1. (2) The reactants are: [Cl:1][C:2]1[CH:7]=[CH:6][C:5]([C:8]([N:16]2[C:24]3[C:19](=[C:20]([NH:25][C:26](=[O:32])[O:27][C:28]([CH3:31])([CH3:30])[CH3:29])[CH:21]=[CH:22][CH:23]=3)[CH:18]=[CH:17]2)([C:11]2[CH:15]=[N:14][NH:13][N:12]=2)[CH2:9][CH3:10])=[CH:4][CH:3]=1.C(=O)([O-])[O-].[K+].[K+].I[CH2:40][CH3:41]. Given the product [Cl:1][C:2]1[CH:3]=[CH:4][C:5]([C:8]([N:16]2[C:24]3[C:19](=[C:20]([NH:25][C:26](=[O:32])[O:27][C:28]([CH3:31])([CH3:30])[CH3:29])[CH:21]=[CH:22][CH:23]=3)[CH:18]=[CH:17]2)([C:11]2[CH:15]=[N:14][N:13]([CH2:40][CH3:41])[N:12]=2)[CH2:9][CH3:10])=[CH:6][CH:7]=1, predict the reactants needed to synthesize it. (3) The reactants are: C(O)CCO.[C:6]([O:10][C:11]([N:13]1[CH2:18][CH2:17][CH:16]([C:19]2[C:28]3[C:23](=[CH:24][C:25]([O:29][CH2:30][CH2:31][CH2:32][OH:33])=[CH:26][CH:27]=3)[N:22]=[CH:21][N:20]=2)[CH2:15][CH2:14]1)=[O:12])([CH3:9])([CH3:8])[CH3:7].CCN(CC)CC.[CH3:41][S:42](Cl)(=[O:44])=[O:43]. Given the product [C:6]([O:10][C:11]([N:13]1[CH2:18][CH2:17][CH:16]([C:19]2[C:28]3[C:23](=[CH:24][C:25]([O:29][CH2:30][CH2:31][CH2:32][OH:33])=[CH:26][CH:27]=3)[N:22]=[CH:21][N:20]=2)[CH2:15][CH2:14]1)=[O:12])([CH3:9])([CH3:8])[CH3:7].[C:6]([O:10][C:11]([N:13]1[CH2:18][CH2:17][CH:16]([C:19]2[C:28]3[C:23](=[CH:24][C:25]([O:29][CH2:30][CH2:31][CH2:32][O:33][S:42]([CH3:41])(=[O:44])=[O:43])=[CH:26][CH:27]=3)[N:22]=[CH:21][N:20]=2)[CH2:15][CH2:14]1)=[O:12])([CH3:9])([CH3:8])[CH3:7], predict the reactants needed to synthesize it. (4) Given the product [Br:6][C:7]1[CH:8]=[C:9]([O:17][C:18]2[CH:19]=[C:20]([CH:26]=[CH:27][C:28]=2[Cl:29])[C:21]([O:23][CH2:24][CH3:25])=[O:22])[C:10]([NH:13][C:14]2[S:15][CH:2]=[C:3]([CH3:4])[N:16]=2)=[N:11][CH:12]=1, predict the reactants needed to synthesize it. The reactants are: Cl[CH2:2][C:3](=O)[CH3:4].[Br:6][C:7]1[CH:8]=[C:9]([O:17][C:18]2[CH:19]=[C:20]([CH:26]=[CH:27][C:28]=2[Cl:29])[C:21]([O:23][CH2:24][CH3:25])=[O:22])[C:10]([NH:13][C:14]([NH2:16])=[S:15])=[N:11][CH:12]=1.C(N(CC)CC)C. (5) Given the product [CH3:16][O:17][C:2]1[C:7]([CH:8]([CH3:14])[C:9]([O:11][CH3:12])=[O:10])=[CH:6][N:5]=[CH:4][N:3]=1, predict the reactants needed to synthesize it. The reactants are: Cl[C:2]1[C:7]([CH:8]([CH3:14])[C:9]([O:11][CH2:12]C)=[O:10])=[CH:6][N:5]=[CH:4][N:3]=1.[Na].[CH3:16][OH:17]. (6) Given the product [Cl:24][CH2:25][C:26]([NH:1][CH2:2][CH2:3][C:4]([C:9]1[CH:14]=[CH:13][C:12]([Cl:15])=[C:11]([Cl:16])[CH:10]=1)([OH:8])[CH2:5][O:6][CH3:7])=[O:27], predict the reactants needed to synthesize it. The reactants are: [NH2:1][CH2:2][CH2:3][C:4]([C:9]1[CH:14]=[CH:13][C:12]([Cl:15])=[C:11]([Cl:16])[CH:10]=1)([OH:8])[CH2:5][O:6][CH3:7].C(N(CC)CC)C.[Cl:24][CH2:25][C:26](Cl)=[O:27]. (7) Given the product [CH2:1]([N:3]1[CH2:6][CH2:7][CH:15]([C:18]2[CH:22]=[C:21]([NH:23][C:24]3[N:25]=[CH:26][C:27]4[S:32][C:31]([C:33]([NH2:35])=[O:34])=[C:30]([C:36]5[CH:41]=[CH:40][CH:39]=[CH:38][C:37]=5[O:42][C:43]([F:46])([F:44])[F:45])[C:28]=4[N:29]=3)[N:20]([CH:47]([CH3:49])[CH3:48])[N:19]=2)[CH2:5][CH2:4]1)[CH3:2], predict the reactants needed to synthesize it. The reactants are: [CH2:1]([N:3]([CH2:6][CH3:7])[CH2:4][CH3:5])[CH3:2].ICC.Cl.N1CC[CH:15]([C:18]2[CH:22]=[C:21]([NH:23][C:24]3[N:25]=[CH:26][C:27]4[S:32][C:31]([C:33]([NH2:35])=[O:34])=[C:30]([C:36]5[CH:41]=[CH:40][CH:39]=[CH:38][C:37]=5[O:42][C:43]([F:46])([F:45])[F:44])[C:28]=4[N:29]=3)[N:20]([CH:47]([CH3:49])[CH3:48])[N:19]=2)CC1.